Dataset: Experimentally validated miRNA-target interactions with 360,000+ pairs, plus equal number of negative samples. Task: Binary Classification. Given a miRNA mature sequence and a target amino acid sequence, predict their likelihood of interaction. (1) The miRNA is hsa-miR-6866-3p with sequence GAUCCCUUUAUCUGUCCUCUAG. The protein sequence of the target gene is MKAVSPVRPSGRKAPSGCGGGELALRCLAEHGHSLGGSAAAAAAAAAARCKAAEAAADEPALCLQCDMNDCYSRLRRLVPTIPPNKKVSKVEILQHVIDYILDLQLALETHPALLRQPPPPAPPLHPAGACPVAPPRTPLTALNTDPAGAVNKQGDSILCR. Result: 0 (no interaction). (2) The miRNA is hsa-miR-3141 with sequence GAGGGCGGGUGGAGGAGGA. The protein sequence of the target gene is MAPPPPSPQLLLLAALARLLGPSEVMAGPAEEAGAHCPESLWPLPPQVSPRVTYTRVSPGQAEDVTFLYHPCAHPWLKLQLALLAYACMANPSLTPDFSLTQDRPLVLTAWGLALEMAWVEPAWAAHWLMRRRRRKQRKKKAWIYCESLSGPAPSEPTPGRGRLCRRGCVQALALAFALRSWRPPGTEVTSQGPRQPSSSGAKRRRLRAALGPQPTRSALRFPSASPGSLKAKQSMAGIPGRESNAPSVPTVSLLPGAPGGNASSRTEAQVPNGQGSPGGCVCSSQASPAPRAAAPPRAA.... Result: 0 (no interaction). (3) The miRNA is mmu-miR-106a-5p with sequence CAAAGUGCUAACAGUGCAGGUAG. The protein sequence of the target gene is MSSKKAKTKTTKKRPQRATSNVFAMFDQSQIQEFKEAFNMIDQNRDGFIDKEDLHDMLASLGKNPTDAYLDAMMNEAPGRINFTMFLTMFGEKLNGTDPEDVIRNAFACFDEEATGTIQEDYLRELLTTMGDRFTDEEVDELYREAPIDKKGNFNYIEFTRILKHGAKDKDD. Result: 0 (no interaction). (4) The miRNA is mmu-miR-1199-5p with sequence UCUGAGUCCCGGUCGCGCGG. The protein sequence of the target gene is MEPRVAELKQKIEDTLCPFGFEVYPFQVAWYNELLPPAFHLPFPGPTLAFLVLSTPAMFDRALKPFLKSCHFQTLRDPVDQCVSYHLRSVTEKFPEVHMEVIADYEVHPNRRPKILAQTAAHVAGAAYYYQRQDVDADPWGTQHIAGVCIHPRFGGWFAIRGVMLLPGIEVPNLPPRKPPDCVPTRAGRITLLEGFNFHWRDWTYRDAVTPEERYSEEQKIYFSTPPAQRLALLGLAQPSEHPSTTSELPLSLLTKPQNSRRARSWLSPSVSPPVSPGP. Result: 1 (interaction).